From a dataset of Forward reaction prediction with 1.9M reactions from USPTO patents (1976-2016). Predict the product of the given reaction. Given the reactants [Cl:1][C:2]1[CH:7]=[CH:6][C:5]([CH:8]2[CH2:14][C:13](=O)[O:12][C:10](=[O:11])[CH2:9]2)=[CH:4][CH:3]=1.[NH2:16][C:17]1[CH:22]=[C:21]([Cl:23])[CH:20]=[CH:19][C:18]=1[SH:24], predict the reaction product. The product is: [Cl:23][C:21]1[CH:20]=[CH:19][C:18]2[S:24][C:13]([CH2:14][CH:8]([C:5]3[CH:4]=[CH:3][C:2]([Cl:1])=[CH:7][CH:6]=3)[CH2:9][C:10]([OH:12])=[O:11])=[N:16][C:17]=2[CH:22]=1.